From a dataset of Peptide-MHC class II binding affinity with 134,281 pairs from IEDB. Regression. Given a peptide amino acid sequence and an MHC pseudo amino acid sequence, predict their binding affinity value. This is MHC class II binding data. (1) The peptide sequence is LNFTGPCKGDSVTIK. The MHC is DRB3_0101 with pseudo-sequence DRB3_0101. The binding affinity (normalized) is 0.0645. (2) The peptide sequence is ASSDITAQLSQLISL. The MHC is DRB4_0101 with pseudo-sequence DRB4_0103. The binding affinity (normalized) is 0.184. (3) The peptide sequence is LLSTRDLAF. The MHC is DRB1_0401 with pseudo-sequence DRB1_0401. The binding affinity (normalized) is 0.473. (4) The peptide sequence is AFKVAATAANAAIAN. The MHC is DRB1_1001 with pseudo-sequence DRB1_1001. The binding affinity (normalized) is 0.898.